This data is from NCI-60 drug combinations with 297,098 pairs across 59 cell lines. The task is: Regression. Given two drug SMILES strings and cell line genomic features, predict the synergy score measuring deviation from expected non-interaction effect. Drug 1: C1=CC(=C2C(=C1NCCNCCO)C(=O)C3=C(C=CC(=C3C2=O)O)O)NCCNCCO. Drug 2: C1=CC=C(C(=C1)C(C2=CC=C(C=C2)Cl)C(Cl)Cl)Cl. Cell line: SK-MEL-2. Synergy scores: CSS=40.1, Synergy_ZIP=2.56, Synergy_Bliss=3.77, Synergy_Loewe=-49.8, Synergy_HSA=2.17.